Predict the reactants needed to synthesize the given product. From a dataset of Full USPTO retrosynthesis dataset with 1.9M reactions from patents (1976-2016). (1) The reactants are: [C:1]1(=[O:7])O[C:4](=[O:5])[CH:3]=[CH:2]1.[Br:8][C:9]1[CH:10]=[C:11]([NH2:15])[CH:12]=[CH:13][CH:14]=1.C([O-])(=O)C.[Na+].C(OC(=O)C)(=O)C. Given the product [Br:8][C:9]1[CH:10]=[C:11]([N:15]2[C:4](=[O:5])[CH:3]=[CH:2][C:1]2=[O:7])[CH:12]=[CH:13][CH:14]=1, predict the reactants needed to synthesize it. (2) The reactants are: [Cl:1][C:2]1[C:7]([F:8])=[CH:6][CH:5]=[C:4]([Cl:9])[C:3]=1[CH:10]([O:12][C:13]1[CH:14]=[C:15]([C:20]2[CH:21]=[N:22][N:23]([CH:25]3[CH2:30][CH2:29][N:28]([C:31]([O:33][C:34]([CH3:37])([CH3:36])[CH3:35])=[O:32])[CH2:27][CH2:26]3)[CH:24]=2)[CH:16]=[N:17][C:18]=1[NH2:19])[CH3:11].[H-].[Na+].I[CH2:41][CH3:42]. Given the product [Cl:1][C:2]1[C:7]([F:8])=[CH:6][CH:5]=[C:4]([Cl:9])[C:3]=1[CH:10]([O:12][C:13]1[CH:14]=[C:15]([C:20]2[CH:21]=[N:22][N:23]([CH:25]3[CH2:30][CH2:29][N:28]([C:31]([O:33][C:34]([CH3:36])([CH3:35])[CH3:37])=[O:32])[CH2:27][CH2:26]3)[CH:24]=2)[CH:16]=[N:17][C:18]=1[NH:19][CH2:41][CH3:42])[CH3:11], predict the reactants needed to synthesize it. (3) Given the product [CH3:19][O:20][C:21](=[O:31])[C:22]1[CH:30]=[CH:29][C:25]([C:26]([NH:18][C:13]2[CH:14]=[CH:15][CH:16]=[CH:17][C:12]=2[NH:11][C:8]2[CH:7]=[CH:6][C:5]([O:4][CH3:3])=[CH:10][CH:9]=2)=[O:27])=[CH:24][CH:23]=1, predict the reactants needed to synthesize it. The reactants are: Cl.Cl.[CH3:3][O:4][C:5]1[CH:10]=[CH:9][C:8]([NH:11][C:12]2[C:13]([NH2:18])=[CH:14][CH:15]=[CH:16][CH:17]=2)=[CH:7][CH:6]=1.[CH3:19][O:20][C:21](=[O:31])[C:22]1[CH:30]=[CH:29][C:25]([C:26]([O-])=[O:27])=[CH:24][CH:23]=1.C(N(CC)CC)C.CCCP1(OP(CCC)(=O)OP(CCC)(=O)O1)=O. (4) Given the product [CH3:16][O:15][N:14]=[C:12]1[CH2:11][C@@H:10]([C:17]2[N:18]=[C:34]([CH:31]3[CH2:32][CH2:33][N:28]([CH3:27])[CH2:29][CH2:30]3)[O:20][N:19]=2)[N:9]([C:7]([C:4]2[CH:3]=[CH:2][C:1]([C:21]3[CH:26]=[CH:25][CH:24]=[CH:23][CH:22]=3)=[CH:6][CH:5]=2)=[O:8])[CH2:13]1, predict the reactants needed to synthesize it. The reactants are: [C:1]1([C:21]2[CH:26]=[CH:25][CH:24]=[CH:23][CH:22]=2)[CH:6]=[CH:5][C:4]([C:7]([N:9]2[CH2:13][C:12](=[N:14][O:15][CH3:16])[CH2:11][C@H:10]2[C:17](=[N:19][OH:20])[NH2:18])=[O:8])=[CH:3][CH:2]=1.[CH3:27][N:28]1[CH2:33][CH2:32][CH:31]([C:34](O)=O)[CH2:30][CH2:29]1. (5) Given the product [C:17]([C:14]1[CH:15]=[CH:16][C:11]([C:9]2[N:10]=[C:3]3[C:2]([N:48]4[CH2:53][CH2:52][NH:51][CH2:50][CH2:49]4)=[CH:7][CH:6]=[CH:5][N:4]3[CH:8]=2)=[CH:12][CH:13]=1)([CH3:20])([CH3:19])[CH3:18], predict the reactants needed to synthesize it. The reactants are: Br[C:2]1[C:3]2[N:4]([CH:8]=[C:9]([C:11]3[CH:16]=[CH:15][C:14]([C:17]([CH3:20])([CH3:19])[CH3:18])=[CH:13][CH:12]=3)[N:10]=2)[CH:5]=[CH:6][CH:7]=1.C(P(C(C)(C)C)C1C=CC=CC=1C1C=CC=CC=1)(C)(C)C.CC(C)([O-])C.[Na+].[NH:48]1[CH2:53][CH2:52][NH:51][CH2:50][CH2:49]1. (6) Given the product [Cl:1][C:2]1[CH:7]=[CH:6][C:5]([C:8]2[CH:9]=[CH:10][C:11]([CH3:15])=[C:12]([B:24]([OH:25])[OH:23])[CH:13]=2)=[CH:4][CH:3]=1, predict the reactants needed to synthesize it. The reactants are: [Cl:1][C:2]1[CH:7]=[CH:6][C:5]([C:8]2[CH:9]=[CH:10][C:11]([CH2:15]C)=[C:12](Br)[CH:13]=2)=[CH:4][CH:3]=1.C([Li])CCC.C[O:23][B:24](OC)[O:25]C.Cl.